This data is from Full USPTO retrosynthesis dataset with 1.9M reactions from patents (1976-2016). The task is: Predict the reactants needed to synthesize the given product. (1) Given the product [C:15]([C:14]1[N:8]=[C:6]([C:5]2[CH:9]=[CH:10][CH:11]=[C:3]([O:2][CH3:1])[CH:4]=2)[O:7][CH:13]=1)([CH3:18])([CH3:17])[CH3:16], predict the reactants needed to synthesize it. The reactants are: [CH3:1][O:2][C:3]1[CH:4]=[C:5]([CH:9]=[CH:10][CH:11]=1)[C:6]([NH2:8])=[O:7].Br[CH2:13][C:14](=O)[C:15]([CH3:18])([CH3:17])[CH3:16]. (2) Given the product [Cl:1][C:2]1[CH:3]=[C:4]([C:5]([NH:16][C:17]2[CH:26]=[C:25]([C:27]3[C:36]4[C:31](=[CH:32][C:33]([O:42][CH2:43][CH3:44])=[C:34]5[O:39][C:38]([CH3:41])([CH3:40])[CH2:37][C:35]5=4)[CH2:30][C:29]([CH3:45])([CH3:46])[N:28]=3)[CH:24]=[CH:23][C:18]=2[C:19]([O:21][CH3:22])=[O:20])=[O:7])[CH:8]=[CH:9][N:10]=1, predict the reactants needed to synthesize it. The reactants are: [Cl:1][C:2]1[CH:3]=[C:4]([CH:8]=[CH:9][N:10]=1)[C:5]([OH:7])=O.S(Cl)(Cl)=O.Cl.[NH2:16][C:17]1[CH:26]=[C:25]([C:27]2[C:36]3[C:31](=[CH:32][C:33]([O:42][CH2:43][CH3:44])=[C:34]4[O:39][C:38]([CH3:41])([CH3:40])[CH2:37][C:35]4=3)[CH2:30][C:29]([CH3:46])([CH3:45])[N:28]=2)[CH:24]=[CH:23][C:18]=1[C:19]([O:21][CH3:22])=[O:20]. (3) Given the product [Cl:1][C:2]1[CH:3]=[CH:4][C:5]([C:8]2[N:12]([CH:13]([CH:17]3[CH2:18][CH2:19][CH2:20][CH2:21][CH2:22]3)[C:14]([NH2:33])=[O:15])[C:11]3[CH:23]=[C:24]([F:28])[C:25]([F:27])=[CH:26][C:10]=3[N:9]=2)=[CH:6][CH:7]=1, predict the reactants needed to synthesize it. The reactants are: [Cl:1][C:2]1[CH:7]=[CH:6][C:5]([C:8]2[N:12]([CH:13]([CH:17]3[CH2:22][CH2:21][CH2:20][CH2:19][CH2:18]3)[C:14](O)=[O:15])[C:11]3[CH:23]=[C:24]([F:28])[C:25]([F:27])=[CH:26][C:10]=3[N:9]=2)=[CH:4][CH:3]=1.[Cl-].[NH4+].C([N:33](C(C)C)C(C)C)C.O.ON1C2C=CC=CC=2N=N1.Cl.CN(C)CCCN=C=NCC. (4) Given the product [C:1]([O:5][C:6](=[O:46])[C:7]([S:10][C:11]1[S:12][CH:13]=[C:14]([CH2:16][CH2:17][N:18]([CH2:39][CH2:40][CH2:41][CH2:42][CH2:43][CH2:44][CH3:45])[C:19]([NH2:21])=[S:20])[N:15]=1)([CH3:9])[CH3:8])([CH3:4])([CH3:3])[CH3:2], predict the reactants needed to synthesize it. The reactants are: [C:1]([O:5][C:6](=[O:46])[C:7]([S:10][C:11]1[S:12][CH:13]=[C:14]([CH2:16][CH2:17][N:18]([CH2:39][CH2:40][CH2:41][CH2:42][CH2:43][CH2:44][CH3:45])[C:19]([NH:21]C(OCC2C3C=CC=CC=3C3C2=CC=CC=3)=O)=[S:20])[N:15]=1)([CH3:9])[CH3:8])([CH3:4])([CH3:3])[CH3:2].N1CCCCC1.